This data is from Forward reaction prediction with 1.9M reactions from USPTO patents (1976-2016). The task is: Predict the product of the given reaction. (1) Given the reactants [C:1]1([C:19]2[CH:24]=[CH:23][C:22]([C:25]3[CH:30]=[CH:29][CH:28]=[CH:27][C:26]=3[NH:31][C:32](=[O:42])[CH2:33][CH2:34][CH2:35][CH2:36][CH2:37][CH2:38][CH2:39][CH2:40][CH3:41])=[CH:21][CH:20]=2)[CH:6]=[CH:5][CH:4]=[CH:3][C:2]=1[NH:7][C:8](=[O:18])[CH2:9][CH2:10][CH2:11][CH2:12][CH2:13][CH2:14][CH2:15][CH2:16][CH3:17], predict the reaction product. The product is: [CH:6]1[CH:5]=[CH:4][CH:3]=[C:2]2[N:7]([C:8](=[O:18])[CH2:9][CH2:10][CH2:11][CH2:12][CH2:13][CH2:14][CH2:15][CH2:16][CH3:17])[C:24]3[C:19](=[CH:20][C:21]4[N:31]([C:32](=[O:42])[CH2:33][CH2:34][CH2:35][CH2:36][CH2:37][CH2:38][CH2:39][CH2:40][CH3:41])[C:26]5[C:25]([C:22]=4[CH:23]=3)=[CH:30][CH:29]=[CH:28][CH:27]=5)[C:1]=12. (2) Given the reactants Cl[C:2]1[C:3]([C:8]2[CH:13]=[CH:12][CH:11]=[C:10]([CH3:14])[CH:9]=2)=[N:4][CH:5]=[CH:6][CH:7]=1.[CH3:15][N:16]1[C:20]2[CH:21]=[CH:22][CH:23]=[CH:24][C:19]=2[N:18]=[C:17]1B(O)O.C(Cl)Cl.C([O-])([O-])=O.[Na+].[Na+], predict the reaction product. The product is: [CH3:15][N:16]1[C:20]2[CH:21]=[C:22]([C:2]3[C:3]([C:8]4[CH:9]=[C:10]([CH3:14])[CH:11]=[CH:12][CH:13]=4)=[N:4][CH:5]=[CH:6][CH:7]=3)[CH:23]=[CH:24][C:19]=2[N:18]=[CH:17]1.